From a dataset of Forward reaction prediction with 1.9M reactions from USPTO patents (1976-2016). Predict the product of the given reaction. Given the reactants [CH3:1][N:2]1[CH2:7][CH2:6][C:5]([CH2:9][O:10][C:11]2[C:19]3[C:18]4[CH:20]=[C:21]([C:24]#[N:25])[N:22]=[CH:23][C:17]=4[NH:16][C:15]=3[N:14]=[CH:13][CH:12]=2)([CH3:8])[CH2:4][CH2:3]1.[Cl:26]N1C(=O)CCC1=O, predict the reaction product. The product is: [Cl:26][C:12]1[CH:13]=[N:14][C:15]2[NH:16][C:17]3[CH:23]=[N:22][C:21]([C:24]#[N:25])=[CH:20][C:18]=3[C:19]=2[C:11]=1[O:10][CH2:9][C:5]1([CH3:8])[CH2:6][CH2:7][N:2]([CH3:1])[CH2:3][CH2:4]1.